From a dataset of Full USPTO retrosynthesis dataset with 1.9M reactions from patents (1976-2016). Predict the reactants needed to synthesize the given product. (1) Given the product [N:37]1([CH2:36][CH2:35][CH2:34][O:33][C:30]2[CH:29]=[CH:28][C:27]([CH:24]3[CH2:23][CH2:22][N:21]([C:2]([CH:19]4[CH2:18][CH2:17][O:10][CH2:15][CH2:20]4)=[O:1])[CH2:26][CH2:25]3)=[CH:32][CH:31]=2)[CH2:42][CH2:41][CH2:40][CH2:39][CH2:38]1, predict the reactants needed to synthesize it. The reactants are: [O:1]1CCCC[CH:2]1C(O)=O.[OH2:10].ON1C2[CH:17]=[CH:18][CH:19]=[CH:20][C:15]=2N=N1.[NH:21]1[CH2:26][CH2:25][CH:24]([C:27]2[CH:32]=[CH:31][C:30]([O:33][CH2:34][CH2:35][CH2:36][N:37]3[CH2:42][CH2:41][CH2:40][CH2:39][CH2:38]3)=[CH:29][CH:28]=2)[CH2:23][CH2:22]1. (2) The reactants are: [NH:1]1[C:6]2[CH:7]=[CH:8][S:9][C:5]=2[C:4](=[O:10])[O:3][C:2]1=[O:11].[H-].[Na+].I[CH3:15].O. Given the product [CH3:15][N:1]1[C:6]2[CH:7]=[CH:8][S:9][C:5]=2[C:4](=[O:10])[O:3][C:2]1=[O:11], predict the reactants needed to synthesize it. (3) Given the product [C:13]([O:12][C:10]([N:8]1[CH2:9][C@@H:5]([OH:4])[CH2:6][C@H:7]1[CH2:17][O:18][C:19]1[CH:20]=[CH:21][C:22]([C:23]([O:25][CH3:26])=[O:24])=[CH:27][CH:28]=1)=[O:11])([CH3:16])([CH3:14])[CH3:15], predict the reactants needed to synthesize it. The reactants are: C([O:4][C@:5]1(O)[CH2:9][N:8]([C:10]([O:12][C:13]([CH3:16])([CH3:15])[CH3:14])=[O:11])[C@H:7]([CH2:17][O:18][C:19]2[CH:28]=[CH:27][C:22]([C:23]([O:25][CH3:26])=[O:24])=[CH:21][CH:20]=2)[CH2:6]1)(=O)C.C([O-])([O-])=O.[K+].[K+].